Dataset: CYP1A2 inhibition data for predicting drug metabolism from PubChem BioAssay. Task: Regression/Classification. Given a drug SMILES string, predict its absorption, distribution, metabolism, or excretion properties. Task type varies by dataset: regression for continuous measurements (e.g., permeability, clearance, half-life) or binary classification for categorical outcomes (e.g., BBB penetration, CYP inhibition). Dataset: cyp1a2_veith. (1) The drug is Cc1ccc(C(=O)N/N=C\c2ccc[nH]2)cc1[N+](=O)[O-]. The result is 1 (inhibitor). (2) The molecule is CCOc1ccc(N2C(=O)/C(=C/c3cc(OC)c(OC)c(OC)c3)N(CC(=O)OC)C2=S)cc1. The result is 0 (non-inhibitor). (3) The compound is O=C1C[C@H](c2ccccc2)[C@@H](c2ccc(Br)cc2)O1. The result is 0 (non-inhibitor). (4) The compound is Nc1[nH]n2c(=O)c3c(nc2c1N=Nc1ccccc1)CCCC3. The result is 1 (inhibitor). (5) The drug is N[C@H]1[C@@H](C(=O)O)[C@H]2C=C[C@H]1C2.O=S(=O)(O)c1ccccc1. The result is 0 (non-inhibitor). (6) The drug is Cc1cccc(NC(=O)Cn2cccc2)c1. The result is 1 (inhibitor). (7) The molecule is Cc1cccc(C)c1NC(=O)CS(=O)CC(=O)Nc1ccc(F)cc1F. The result is 0 (non-inhibitor). (8) The molecule is O=C(NCc1ccc2c(c1)OCO2)C1CC(c2cccc(Br)c2)=NO1. The result is 1 (inhibitor).